From a dataset of Forward reaction prediction with 1.9M reactions from USPTO patents (1976-2016). Predict the product of the given reaction. Given the reactants [NH:1]([C:3]([S:5][CH3:6])=[NH:4])[NH2:2].O.[CH3:8][O:9][C:10]1[CH:11]=[C:12]([C:16]([CH:18]=O)=O)[CH:13]=[CH:14][CH:15]=1, predict the reaction product. The product is: [CH3:6][S:5][C:3]1[N:1]=[N:2][CH:18]=[C:16]([C:12]2[CH:13]=[CH:14][CH:15]=[C:10]([O:9][CH3:8])[CH:11]=2)[N:4]=1.